Dataset: Forward reaction prediction with 1.9M reactions from USPTO patents (1976-2016). Task: Predict the product of the given reaction. (1) Given the reactants [CH2:1]([N:3]([CH:29]1[CH2:34][CH2:33][O:32][CH2:31][CH2:30]1)[C:4]1[C:5]([CH3:28])=[C:6]([CH:11]=[C:12]([C:14]2[CH:15]=[N:16][C:17]([N:20]3[CH2:26][CH2:25][CH2:24][N:23]([CH3:27])[CH2:22][CH2:21]3)=[CH:18][CH:19]=2)[CH:13]=1)[C:7]([O:9]C)=[O:8])[CH3:2].[OH-].[Na+:36].Cl, predict the reaction product. The product is: [Na+:36].[CH2:1]([N:3]([CH:29]1[CH2:34][CH2:33][O:32][CH2:31][CH2:30]1)[C:4]1[C:5]([CH3:28])=[C:6]([CH:11]=[C:12]([C:14]2[CH:15]=[N:16][C:17]([N:20]3[CH2:26][CH2:25][CH2:24][N:23]([CH3:27])[CH2:22][CH2:21]3)=[CH:18][CH:19]=2)[CH:13]=1)[C:7]([O-:9])=[O:8])[CH3:2]. (2) Given the reactants [CH:1]1([N:4]([CH2:39][C:40]2[CH:45]=[C:44]([CH2:46][CH2:47][CH2:48][O:49][CH3:50])[CH:43]=[C:42]([OH:51])[CH:41]=2)[C:5]([C@@H:7]2[C@@H:12]([C:13]3[CH:18]=[CH:17][C:16]([O:19][CH2:20][CH2:21][O:22][C:23]4[C:28]([Cl:29])=[CH:27][C:26]([CH3:30])=[CH:25][C:24]=4[Cl:31])=[CH:15][CH:14]=3)[CH2:11][CH2:10][N:9]([C:32]([O:34][C:35]([CH3:38])([CH3:37])[CH3:36])=[O:33])[CH2:8]2)=[O:6])[CH2:3][CH2:2]1.C[C:53]1[CH:60]=[C:59]([CH2:61]Br)[CH:58]=[CH:57][C:54]=1[C:55]#[N:56].C(=O)([O-])[O-].[Cs+].[Cs+], predict the reaction product. The product is: [C:55]([C:54]1[CH:57]=[CH:58][C:59]([CH2:61][O:51][C:42]2[CH:41]=[C:40]([CH:45]=[C:44]([CH2:46][CH2:47][CH2:48][O:49][CH3:50])[CH:43]=2)[CH2:39][N:4]([CH:1]2[CH2:3][CH2:2]2)[C:5]([C@@H:7]2[C@@H:12]([C:13]3[CH:14]=[CH:15][C:16]([O:19][CH2:20][CH2:21][O:22][C:23]4[C:28]([Cl:29])=[CH:27][C:26]([CH3:30])=[CH:25][C:24]=4[Cl:31])=[CH:17][CH:18]=3)[CH2:11][CH2:10][N:9]([C:32]([O:34][C:35]([CH3:38])([CH3:37])[CH3:36])=[O:33])[CH2:8]2)=[O:6])=[CH:60][CH:53]=1)#[N:56]. (3) Given the reactants [CH3:1][C:2]1[CH:7]=[CH:6][C:5]([C:8]2[CH:13]=[CH:12][C:11]([C:14]#[N:15])=[CH:10][CH:9]=2)=[CH:4][CH:3]=1.C(N(CC)CC)C.Cl.[NH2:24][OH:25].C([O-])(O)=O.[Na+], predict the reaction product. The product is: [OH:25][N:24]=[C:14]([C:11]1[CH:10]=[CH:9][C:8]([C:5]2[CH:6]=[CH:7][C:2]([CH3:1])=[CH:3][CH:4]=2)=[CH:13][CH:12]=1)[NH2:15]. (4) Given the reactants C([O:3][C:4](=[O:15])[CH2:5][C@@H:6]([CH2:11][N+:12]([O-:14])=[O:13])[CH2:7][CH:8]([CH3:10])[CH3:9])C.[OH-].[K+:17], predict the reaction product. The product is: [K+:17].[K+:17].[CH3:9][CH:8]([CH3:10])[CH2:7][C@H:6]([CH2:11][N+:12]([O-:14])=[O:13])[CH2:5][C:4]([O-:15])=[O:3].[CH3:9][CH:8]([CH3:10])[CH2:7][C@H:6]([CH2:11][N+:12]([O-:14])=[O:13])[CH2:5][C:4]([O-:15])=[O:3].